Dataset: Forward reaction prediction with 1.9M reactions from USPTO patents (1976-2016). Task: Predict the product of the given reaction. Given the reactants [CH:1]1([N:4]2[C:13]3[C:8](=[CH:9][CH:10]=[CH:11][CH:12]=3)[NH:7][CH2:6][CH2:5]2)[CH2:3][CH2:2]1.C(N(C(C)C)C(C)C)C.[I-].[Na+].Br[CH:26]([CH3:30])[C:27]([NH2:29])=[O:28], predict the reaction product. The product is: [CH:1]1([N:4]2[C:13]3[C:8](=[CH:9][CH:10]=[CH:11][CH:12]=3)[N:7]([CH:26]([CH3:30])[C:27]([NH2:29])=[O:28])[CH2:6][CH2:5]2)[CH2:3][CH2:2]1.